From a dataset of Reaction yield outcomes from USPTO patents with 853,638 reactions. Predict the reaction yield, written as a fraction of the theoretical maximum amount of product (1.0 means a 100% yield; for example, 0.34 means a 34% yield). (1) The reactants are [C:1]([O:5][C:6]([NH:8][CH2:9][CH2:10][CH2:11][NH:12][C:13]1[CH:14]=[C:15]([CH:20]=[CH:21][C:22]=1[N+:23]([O-])=O)[C:16]([O:18][CH3:19])=[O:17])=[O:7])([CH3:4])([CH3:3])[CH3:2]. The catalyst is C(OCC)(=O)C.CO.[Pd]. The product is [NH2:23][C:22]1[CH:21]=[CH:20][C:15]([C:16]([O:18][CH3:19])=[O:17])=[CH:14][C:13]=1[NH:12][CH2:11][CH2:10][CH2:9][NH:8][C:6]([O:5][C:1]([CH3:4])([CH3:3])[CH3:2])=[O:7]. The yield is 0.830. (2) The reactants are [CH3:1][C:2]1[CH:7]=[C:6](/[CH:8]=[CH:9]/[N+:10]([O-])=O)[CH:5]=[CH:4][C:3]=1[O:13][CH3:14].B.Cl. The catalyst is C1COCC1. The product is [CH3:14][O:13][C:3]1[CH:4]=[CH:5][C:6]([CH2:8][CH2:9][NH2:10])=[CH:7][C:2]=1[CH3:1]. The yield is 0.810. (3) The reactants are N([O-])=O.[Na+].[F:5][C:6]1[CH:7]=[N:8][CH:9]=[CH:10][C:11]=1[C:12]1[N:13]=[CH:14][C:15](N)=[N:16][C:17]=1[C:18]1[CH:19]=[N:20][CH:21]=[CH:22][CH:23]=1.S(=O)(=O)(O)[OH:26].[OH-].[Na+]. The catalyst is O. The product is [F:5][C:6]1[CH:7]=[N:8][CH:9]=[CH:10][C:11]=1[C:12]1[N:13]=[CH:14][C:15](=[O:26])[NH:16][C:17]=1[C:18]1[CH:19]=[N:20][CH:21]=[CH:22][CH:23]=1. The yield is 0.990. (4) The reactants are [O:1]=[C:2]1[C:11]2[CH:10]=[CH:9][CH:8]=[C:7]3[NH:12][CH:13]([C:21]4[CH:28]=[CH:27][C:24]([CH:25]=O)=[CH:23][CH:22]=4)[CH:14]([C:15]4[CH:20]=[CH:19][CH:18]=[CH:17][CH:16]=4)[C:5]([C:6]=23)=[N:4][NH:3]1.C(O)(=O)C.[CH2:33]([N:35]1[CH2:40][CH2:39][NH:38][CH2:37][CH2:36]1)[CH3:34].[BH-](OC(C)=O)(OC(C)=O)OC(C)=O.[Na+]. The catalyst is ClCCl. The product is [CH2:33]([N:35]1[CH2:40][CH2:39][N:38]([CH2:25][C:24]2[CH:23]=[CH:22][C:21]([CH:13]3[NH:12][C:7]4[C:6]5[C:5](=[N:4][NH:3][C:2](=[O:1])[C:11]=5[CH:10]=[CH:9][CH:8]=4)[CH:14]3[C:15]3[CH:20]=[CH:19][CH:18]=[CH:17][CH:16]=3)=[CH:28][CH:27]=2)[CH2:37][CH2:36]1)[CH3:34]. The yield is 0.470. (5) The reactants are [C:1]([NH:4][C:5]1[CH:10]=[CH:9][C:8]([N:11]2[CH2:20][CH2:19][C:18]3[C:13](=[CH:14][CH:15]=[C:16]([O:21][CH3:22])[CH:17]=3)[CH:12]2[CH2:23][C:24]2[CH:29]=[CH:28][C:27]([O:30]CC3C=CC=CC=3)=[CH:26][CH:25]=2)=[CH:7][CH:6]=1)(=[O:3])[CH3:2]. The catalyst is CCO.C1COCC1.[Pd]. The product is [C:1]([NH:4][C:5]1[CH:10]=[CH:9][C:8]([N:11]2[CH2:20][CH2:19][C:18]3[C:13](=[CH:14][CH:15]=[C:16]([O:21][CH3:22])[CH:17]=3)[CH:12]2[CH2:23][C:24]2[CH:25]=[CH:26][C:27]([OH:30])=[CH:28][CH:29]=2)=[CH:7][CH:6]=1)(=[O:3])[CH3:2]. The yield is 0.950. (6) The reactants are [C:1]([O:5][C:6](=[O:19])[NH:7][C:8]1[CH:13]=[C:12]([CH3:14])[C:11]([C:15]#[N:16])=[C:10]([O:17][CH3:18])[N:9]=1)([CH3:4])([CH3:3])[CH3:2]. The catalyst is CC(O)=O.C(O)C.[Ni]. The product is [C:1]([O:5][C:6](=[O:19])[NH:7][C:8]1[CH:13]=[C:12]([CH3:14])[C:11]([CH2:15][NH2:16])=[C:10]([O:17][CH3:18])[N:9]=1)([CH3:3])([CH3:4])[CH3:2]. The yield is 0.689. (7) The reactants are [NH2:1][C:2]1[CH:7]=[CH:6][C:5]([C:8]2[S:9][C:10]3[CH:16]=[C:15]([O:17][CH3:18])[CH:14]=[CH:13][C:11]=3[N:12]=2)=[CH:4][CH:3]=1.[I:19]Cl.C(Cl)Cl. The catalyst is C(O)(=O)C. The product is [NH2:1][C:2]1[CH:3]=[CH:4][C:5]([C:8]2[S:9][C:10]3[CH:16]=[C:15]([O:17][CH3:18])[CH:14]=[CH:13][C:11]=3[N:12]=2)=[CH:6][C:7]=1[I:19]. The yield is 0.760. (8) The reactants are B(Br)(Br)[Br:2].Cl.Cl.Cl.[F:8][C:9]1[C:10]([O:38]C)=[CH:11][C:12]([CH2:33][C:34]([F:37])([F:36])[F:35])=[C:13]([C:15]2[CH:23]=[C:22]3[C:18]([C:19]([C:24]4[NH:32][C:27]5[CH2:28][NH:29][CH2:30][CH2:31][C:26]=5[N:25]=4)=[N:20][NH:21]3)=[CH:17][CH:16]=2)[CH:14]=1. The catalyst is C(Cl)Cl. The product is [BrH:2].[BrH:2].[F:8][C:9]1[CH:14]=[C:13]([C:15]2[CH:23]=[C:22]3[C:18]([C:19]([C:24]4[NH:25][C:26]5[CH2:31][CH2:30][NH:29][CH2:28][C:27]=5[N:32]=4)=[N:20][NH:21]3)=[CH:17][CH:16]=2)[C:12]([CH2:33][C:34]([F:35])([F:36])[F:37])=[CH:11][C:10]=1[OH:38]. The yield is 0.670. (9) The reactants are [CH3:1][C:2]1[CH:7]=[C:6]([C:8]2[S:12][CH:11]=[N:10][CH:9]=2)[N:5]=[C:4]([NH:13][C:14]2[CH:19]=[C:18]([C:20]([F:23])([F:22])[F:21])[CH:17]=[CH:16][N:15]=2)[CH:3]=1.[Li+].CC([N-]C(C)C)C.[CH3:32][O:33][C:34]1[CH:56]=[CH:55][C:37]([CH2:38][O:39][C:40]2[C:49]3[CH2:48][CH2:47][CH2:46][C:45](=[O:50])[C:44]=3[CH:43]=[CH:42][C:41]=2[C:51]([O:53][CH3:54])=[O:52])=[CH:36][CH:35]=1. The catalyst is C1COCC1. The product is [OH:50][C:45]1([C:11]2[S:12][C:8]([C:6]3[CH:7]=[C:2]([CH3:1])[CH:3]=[C:4]([NH:13][C:14]4[CH:19]=[C:18]([C:20]([F:23])([F:21])[F:22])[CH:17]=[CH:16][N:15]=4)[N:5]=3)=[CH:9][N:10]=2)[CH2:46][CH2:47][CH2:48][C:49]2[C:40]([O:39][CH2:38][C:37]3[CH:55]=[CH:56][C:34]([O:33][CH3:32])=[CH:35][CH:36]=3)=[C:41]([C:51]([O:53][CH3:54])=[O:52])[CH:42]=[CH:43][C:44]1=2. The yield is 0.910. (10) The reactants are Br[C:2]1[CH:3]=[C:4]2[O:10][C:9]([NH:11][C:12]([O:14][C:15]([CH3:18])([CH3:17])[CH3:16])=[O:13])=[C:8]([C:19]([O:21][CH2:22][CH3:23])=[O:20])[C:5]2=[N:6][CH:7]=1.[CH3:24][N:25]1[CH:29]=[C:28](B2OC(C)(C)C(C)(C)O2)[CH:27]=[N:26]1.[O-]P([O-])([O-])=O.[K+].[K+].[K+]. The catalyst is O1CCOCC1.O.CCOC(C)=O.C1(P(C2CCCCC2)C2C=CC=CC=2C2C(C(C)C)=CC(C(C)C)=CC=2C(C)C)CCCCC1.NC1C=CC=CC=1C1C=CC=CC=1[Pd]Cl. The product is [C:15]([O:14][C:12]([NH:11][C:9]1[O:10][C:4]2[C:5](=[N:6][CH:7]=[C:2]([C:28]3[CH:27]=[N:26][N:25]([CH3:24])[CH:29]=3)[CH:3]=2)[C:8]=1[C:19]([O:21][CH2:22][CH3:23])=[O:20])=[O:13])([CH3:18])([CH3:17])[CH3:16]. The yield is 0.460.